Dataset: Reaction yield outcomes from USPTO patents with 853,638 reactions. Task: Predict the reaction yield, written as a fraction of the theoretical maximum amount of product (1.0 means a 100% yield; for example, 0.34 means a 34% yield). (1) The reactants are [Br:1][C:2]1[CH:15]=[CH:14][C:13]([F:16])=[CH:12][C:3]=1[CH2:4][O:5]C(=O)C(C)(C)C.[N+:17]([O-])([O-:19])=[O:18].[K+]. The catalyst is S(=O)(=O)(O)O. The product is [Br:1][C:2]1[CH:15]=[C:14]([N+:17]([O-:19])=[O:18])[C:13]([F:16])=[CH:12][C:3]=1[CH2:4][OH:5]. The yield is 0.600. (2) The reactants are [Cu]C#N.[Br-].[Li+].[I-].[C:7]([C:9]1[C:14]([F:15])=[CH:13][CH:12]=[CH:11][C:10]=1[Zn+])#[N:8].[Br:17][C:18]1[CH:19]=[C:20]([CH:24]=[CH:25][C:26]=1[O:27][CH3:28])[C:21](Cl)=[O:22].[NH4+].[Cl-]. The catalyst is C1COCC1. The product is [Br:17][C:18]1[CH:19]=[C:20]([CH:24]=[CH:25][C:26]=1[O:27][CH3:28])[C:21]([C:10]1[CH:11]=[CH:12][CH:13]=[C:14]([F:15])[C:9]=1[C:7]#[N:8])=[O:22]. The yield is 0.540. (3) The reactants are [C:1]([C:5]1[C:9]([CH2:10][CH2:11][C:12](OC)=[O:13])=[CH:8][N:7]([C:16]2[N:17]=[N:18][C:19]([C:22]([F:25])([F:24])[F:23])=[CH:20][CH:21]=2)[N:6]=1)([CH3:4])([CH3:3])[CH3:2].[H-].C([Al+]CC(C)C)C(C)C.Cl. The catalyst is O1CCCC1.CCCCCC. The product is [C:1]([C:5]1[C:9]([CH2:10][CH2:11][CH2:12][OH:13])=[CH:8][N:7]([C:16]2[N:17]=[N:18][C:19]([C:22]([F:23])([F:24])[F:25])=[CH:20][CH:21]=2)[N:6]=1)([CH3:4])([CH3:2])[CH3:3]. The yield is 0.660. (4) The reactants are [Br:1][C:2]1[S:3][C:4]([CH3:10])=[C:5]([CH2:7][CH2:8][OH:9])[N:6]=1.[CH2:11]([O:13][C:14](=[O:26])[CH2:15][C@H:16]1[C:24]2[C:19](=[CH:20][C:21](O)=[CH:22][CH:23]=2)[CH2:18][CH2:17]1)[CH3:12].C1C=CC(P(C2C=CC=CC=2)C2C=CC=CC=2)=CC=1.C1CCN(C(N=NC(N2CCCCC2)=O)=O)CC1. The catalyst is C1COCC1. The product is [CH2:11]([O:13][C:14](=[O:26])[CH2:15][C@H:16]1[C:24]2[C:19](=[CH:20][C:21]([O:9][CH2:8][CH2:7][C:5]3[N:6]=[C:2]([Br:1])[S:3][C:4]=3[CH3:10])=[CH:22][CH:23]=2)[CH2:18][CH2:17]1)[CH3:12]. The yield is 0.760. (5) The reactants are O[CH2:2][CH:3]([C:7]1[N:16]=[C:15]([C:17]2[CH:22]=[C:21]([F:23])[CH:20]=[CH:19][C:18]=2[CH3:24])[CH:14]=[C:13]2[C:8]=1[CH:9]=[C:10]([NH:25][C:26]([CH:28]1[CH2:30][CH2:29]1)=[O:27])[N:11]=[CH:12]2)[CH2:4][CH2:5][OH:6].C1(P(C2C=CC=CC=2)C2C=CC=CC=2)C=CC=CC=1.N(C(OC(C)C)=O)=NC(OC(C)C)=O. The catalyst is O1CCCC1.C(OCC)(=O)C. The product is [F:23][C:21]1[CH:20]=[CH:19][C:18]([CH3:24])=[C:17]([C:15]2[CH:14]=[C:13]3[C:8]([CH:9]=[C:10]([NH:25][C:26]([CH:28]4[CH2:30][CH2:29]4)=[O:27])[N:11]=[CH:12]3)=[C:7]([CH:3]3[CH2:4][CH2:5][O:6][CH2:2]3)[N:16]=2)[CH:22]=1. The yield is 0.200. (6) The reactants are C(=O)([O-])[O-].[K+].[K+].[CH2:7](Br)[C:8]1[CH:13]=[CH:12][CH:11]=[CH:10][CH:9]=1.[OH:15][C:16]1[CH:21]=[C:20]([OH:22])[CH:19]=[CH:18][C:17]=1[C:23](=[O:25])[CH3:24]. The catalyst is CN(C=O)C. The product is [CH2:7]([O:22][C:20]1[CH:19]=[CH:18][C:17]([C:23](=[O:25])[CH3:24])=[C:16]([OH:15])[CH:21]=1)[C:8]1[CH:13]=[CH:12][CH:11]=[CH:10][CH:9]=1. The yield is 0.550. (7) The reactants are [Br:1][C:2]1[CH:3]=[C:4]([N:9]2[C:13](=[O:14])[O:12][N:11]=[C:10]2[C:15]2[C:16]([NH:20][CH2:21][CH2:22][NH:23][S:24]([NH:27]C(=O)OCC(Cl)(Cl)Cl)(=[O:26])=[O:25])=[N:17][O:18][N:19]=2)[CH:5]=[CH:6][C:7]=1[F:8].C(O)(=O)C. The catalyst is O1CCCC1.[Zn]. The product is [Br:1][C:2]1[CH:3]=[C:4]([N:9]2[C:13](=[O:14])[O:12][N:11]=[C:10]2[C:15]2[C:16]([NH:20][CH2:21][CH2:22][NH:23][S:24]([NH2:27])(=[O:25])=[O:26])=[N:17][O:18][N:19]=2)[CH:5]=[CH:6][C:7]=1[F:8]. The yield is 0.630.